From a dataset of NCI-60 drug combinations with 297,098 pairs across 59 cell lines. Regression. Given two drug SMILES strings and cell line genomic features, predict the synergy score measuring deviation from expected non-interaction effect. (1) Drug 1: C1CN(CCN1C(=O)CCBr)C(=O)CCBr. Drug 2: CC1=C(C(=O)C2=C(C1=O)N3CC4C(C3(C2COC(=O)N)OC)N4)N. Cell line: RXF 393. Synergy scores: CSS=-0.0685, Synergy_ZIP=-2.42, Synergy_Bliss=-4.51, Synergy_Loewe=-5.95, Synergy_HSA=-4.34. (2) Drug 1: CC1=C2C(C(=O)C3(C(CC4C(C3C(C(C2(C)C)(CC1OC(=O)C(C(C5=CC=CC=C5)NC(=O)OC(C)(C)C)O)O)OC(=O)C6=CC=CC=C6)(CO4)OC(=O)C)OC)C)OC. Drug 2: C1=NC(=NC(=O)N1C2C(C(C(O2)CO)O)O)N. Cell line: DU-145. Synergy scores: CSS=66.7, Synergy_ZIP=12.5, Synergy_Bliss=14.7, Synergy_Loewe=3.66, Synergy_HSA=15.3.